From a dataset of Catalyst prediction with 721,799 reactions and 888 catalyst types from USPTO. Predict which catalyst facilitates the given reaction. (1) Reactant: [CH2:1]([N:3]([CH2:16][CH3:17])[S:4]([C:7]1[C:8]([CH3:15])=[N:9][C:10]([NH:13][NH2:14])=[CH:11][CH:12]=1)(=[O:6])=[O:5])[CH3:2].C1N=CN([C:23](N2C=NC=C2)=[O:24])C=1. Product: [CH2:16]([N:3]([CH2:1][CH3:2])[S:4]([C:7]1[CH:12]=[CH:11][C:10]2[N:9]([C:23](=[O:24])[NH:14][N:13]=2)[C:8]=1[CH3:15])(=[O:6])=[O:5])[CH3:17]. The catalyst class is: 20. (2) Reactant: [NH2:1][C@@H:2]1[CH2:7][CH2:6][N:5]([CH2:8][CH2:9][N:10]2[C:19]3[C:14](=[CH:15][CH:16]=[C:17]([O:20][CH3:21])[CH:18]=3)[N:13]=[CH:12][C:11]2=[O:22])[CH2:4][C@H:3]1[O:23][CH3:24].[O:25]=[C:26]1[CH2:31][O:30][C:29]2[CH:32]=[CH:33][C:34]([CH:36]=O)=[N:35][C:28]=2[NH:27]1.C(O[BH-](OC(=O)C)OC(=O)C)(=O)C.[Na+]. Product: [CH3:24][O:23][C@H:3]1[C@H:2]([NH:1][CH2:36][C:34]2[CH:33]=[CH:32][C:29]3[O:30][CH2:31][C:26](=[O:25])[NH:27][C:28]=3[N:35]=2)[CH2:7][CH2:6][N:5]([CH2:8][CH2:9][N:10]2[C:19]3[C:14](=[CH:15][CH:16]=[C:17]([O:20][CH3:21])[CH:18]=3)[N:13]=[CH:12][C:11]2=[O:22])[CH2:4]1. The catalyst class is: 5. (3) Reactant: [F:1][C:2]1[C:7]2[CH2:8][CH2:9][O:10][C:6]=2[C:5]([O:11][CH3:12])=[CH:4][CH:3]=1.CN(CCN(CCN(C)C)C)C.C([Li])CCC.[CH:30](N1CCOCC1)=[O:31].Cl. Product: [F:1][C:2]1[C:7]2[CH2:8][CH2:9][O:10][C:6]=2[C:5]([O:11][CH3:12])=[CH:4][C:3]=1[CH:30]=[O:31]. The catalyst class is: 1. (4) Reactant: CC1(C)[N:6]([C:7]([O:9][CH2:10][C:11]2[CH:16]=[CH:15][CH:14]=[CH:13][CH:12]=2)=[O:8])[C:5]([CH2:22][CH2:23][CH2:24][CH2:25][B:26]2[O:30][C:29]([CH3:32])([CH3:31])[C:28]([CH3:34])([CH3:33])[O:27]2)([C:17]([O:19][CH2:20][CH3:21])=[O:18])[CH2:4][O:3]1.C[Si](OS(C(F)(F)F)(=O)=O)(C)C. Product: [CH2:10]([O:9][C:7]([NH:6][C:5]([CH2:4][OH:3])([CH2:22][CH2:23][CH2:24][CH2:25][B:26]1[O:30][C:29]([CH3:31])([CH3:32])[C:28]([CH3:34])([CH3:33])[O:27]1)[C:17]([O:19][CH2:20][CH3:21])=[O:18])=[O:8])[C:11]1[CH:12]=[CH:13][CH:14]=[CH:15][CH:16]=1. The catalyst class is: 4. (5) Reactant: C(N[C:6]([C:8]1[S:12][C:11]2[CH2:13][C:14]([CH3:17])([CH3:16])[CH2:15][C:10]=2[C:9]=1[CH:18]=[N:19][NH2:20])=[O:7])(C)(C)C. Product: [CH3:17][C:14]1([CH3:16])[CH2:13][C:11]2[S:12][C:8]3[C:6](=[O:7])[NH:20][N:19]=[CH:18][C:9]=3[C:10]=2[CH2:15]1. The catalyst class is: 82.